The task is: Predict which catalyst facilitates the given reaction.. This data is from Catalyst prediction with 721,799 reactions and 888 catalyst types from USPTO. (1) The catalyst class is: 28. Reactant: C([Li])CCC.Br[C:7]1[CH:8]=[C:9]([F:14])[C:10]([Cl:13])=[N:11][CH:12]=1.CN([CH:18]=[O:19])C.CCOC(C)=O. Product: [Cl:13][C:10]1[N:11]=[CH:12][C:7]([CH:18]=[O:19])=[CH:8][C:9]=1[F:14]. (2) Reactant: [NH2:1][CH2:2][CH2:3][C:4]1([CH2:10][CH2:11][N:12]2[CH2:17][CH2:16][CH:15]([N:18]([C:26]3[CH:31]=[CH:30][C:29]([CH3:32])=[CH:28][CH:27]=3)[C:19]([C:21]3[O:22][CH:23]=[CH:24][CH:25]=3)=[O:20])[CH2:14][CH2:13]2)[CH2:9][CH2:8][CH2:7][CH2:6][CH2:5]1.N12CCN(CC1)CC2.[Cl:41][C:42]1[CH:47]=[CH:46][C:45]([S:48](Cl)(=[O:50])=[O:49])=[CH:44][CH:43]=1. Product: [Cl:41][C:42]1[CH:47]=[CH:46][C:45]([S:48]([NH:1][CH2:2][CH2:3][C:4]2([CH2:10][CH2:11][N:12]3[CH2:17][CH2:16][CH:15]([N:18]([C:26]4[CH:27]=[CH:28][C:29]([CH3:32])=[CH:30][CH:31]=4)[C:19]([C:21]4[O:22][CH:23]=[CH:24][CH:25]=4)=[O:20])[CH2:14][CH2:13]3)[CH2:9][CH2:8][CH2:7][CH2:6][CH2:5]2)(=[O:50])=[O:49])=[CH:44][CH:43]=1. The catalyst class is: 526. (3) Reactant: [Si:1]([O:8][CH2:9][C:10]1[N:11]([CH3:29])[C:12]2[C:17]([CH:18]=1)=[CH:16][C:15]([CH:19]=[O:20])=[C:14]([NH:21][C:22](=[O:28])[O:23][C:24]([CH3:27])([CH3:26])[CH3:25])[CH:13]=2)([C:4]([CH3:7])([CH3:6])[CH3:5])([CH3:3])[CH3:2].[H-].[Na+].[CH2:32](I)[CH:33]=[CH2:34]. Product: [CH2:34]([N:21]([C:14]1[CH:13]=[C:12]2[C:17]([CH:18]=[C:10]([CH2:9][O:8][Si:1]([C:4]([CH3:7])([CH3:6])[CH3:5])([CH3:3])[CH3:2])[N:11]2[CH3:29])=[CH:16][C:15]=1[CH:19]=[O:20])[C:22](=[O:28])[O:23][C:24]([CH3:27])([CH3:26])[CH3:25])[CH:33]=[CH2:32]. The catalyst class is: 6. (4) The catalyst class is: 2. Reactant: [F:1][C:2]1[CH:7]=[CH:6][C:5]([F:8])=[CH:4][C:3]=1[C@H:9]1[CH2:13][CH2:12][CH2:11][N:10]1[C:14]1[CH:15]=[CH:16][C:17]2[N:18]([C:20]([NH:23][C:24]([N:26]3[CH2:32][CH:31]4[N:33](C(OC(C)(C)C)=O)[CH:28]([CH2:29][CH2:30]4)[CH2:27]3)=[O:25])=[CH:21][N:22]=2)[N:19]=1.[ClH:41]. Product: [ClH:41].[F:1][C:2]1[CH:7]=[CH:6][C:5]([F:8])=[CH:4][C:3]=1[C@H:9]1[CH2:13][CH2:12][CH2:11][N:10]1[C:14]1[CH:15]=[CH:16][C:17]2[N:18]([C:20]([NH:23][C:24]([N:26]3[CH2:27][CH:28]4[NH:33][CH:31]([CH2:30][CH2:29]4)[CH2:32]3)=[O:25])=[CH:21][N:22]=2)[N:19]=1. (5) Reactant: [H-].[Na+].[NH:3]1[CH:7]=[CH:6][C:5](/[CH:8]=[CH:9]/[C:10]([NH:12][O:13][CH:14]2[CH2:19][CH2:18][CH2:17][CH2:16][O:15]2)=[O:11])=[CH:4]1.[CH3:20][N:21]1[CH2:25][CH:24]([S:26](Cl)(=[O:28])=[O:27])[CH2:23][NH:22]1. Product: [CH3:20][N:21]1[CH:25]=[C:24]([S:26]([N:3]2[CH:7]=[CH:6][C:5](/[CH:8]=[CH:9]/[C:10]([NH:12][O:13][CH:14]3[CH2:19][CH2:18][CH2:17][CH2:16][O:15]3)=[O:11])=[CH:4]2)(=[O:28])=[O:27])[CH:23]=[N:22]1. The catalyst class is: 3. (6) Reactant: [Si]([O:8][C@H:9]([C:41]1[CH:46]=[CH:45][C:44]([F:47])=[CH:43][CH:42]=1)[CH2:10][CH2:11][C@H:12]1[C:15](=[O:16])[N:14]([C:17]2[CH:22]=[CH:21][CH:20]=[CH:19][CH:18]=2)[C@@H:13]1[C:23]1[CH:28]=[CH:27][C:26]([C:29]2[CH:34]=[CH:33][CH:32]=[C:31]([P:35](=[O:40])([O:38]C)[O:36]C)[CH:30]=2)=[CH:25][CH:24]=1)(C(C)(C)C)(C)C.Br[Si](C)(C)C. Product: [F:47][C:44]1[CH:45]=[CH:46][C:41]([C@@H:9]([OH:8])[CH2:10][CH2:11][C@H:12]2[C:15](=[O:16])[N:14]([C:17]3[CH:18]=[CH:19][CH:20]=[CH:21][CH:22]=3)[C@@H:13]2[C:23]2[CH:28]=[CH:27][C:26]([C:29]3[CH:34]=[CH:33][CH:32]=[C:31]([P:35](=[O:36])([OH:40])[OH:38])[CH:30]=3)=[CH:25][CH:24]=2)=[CH:42][CH:43]=1. The catalyst class is: 4. (7) Reactant: [C:1]([O:5][C:6](=[O:19])[C:7]1[CH:12]=[CH:11][C:10]([CH:13]([OH:18])[C:14]([O:16][CH3:17])=[O:15])=[CH:9][CH:8]=1)([CH3:4])([CH3:3])[CH3:2].[CH3:20]I. Product: [CH3:20][O:18][CH:13]([C:10]1[CH:11]=[CH:12][C:7]([C:6]([O:5][C:1]([CH3:4])([CH3:2])[CH3:3])=[O:19])=[CH:8][CH:9]=1)[C:14]([O:16][CH3:17])=[O:15]. The catalyst class is: 2. (8) Reactant: [C:1]([O:5][C:6]([N:8]1[CH2:17][CH2:16][C:15]2[C:10](=[CH:11][C:12](/[C:18](/[C:26]#[N:27])=[CH:19]/[C:20]3[CH:25]=[CH:24][CH:23]=[CH:22][CH:21]=3)=[CH:13][CH:14]=2)[CH2:9]1)=[O:7])([CH3:4])([CH3:3])[CH3:2].[BH4-].[Na+].C(O)(=O)CC(CC(O)=O)(C(O)=O)O. Product: [C:1]([O:5][C:6]([N:8]1[CH2:17][CH2:16][C:15]2[C:10](=[CH:11][C:12]([CH:18]([C:26]#[N:27])[CH2:19][C:20]3[CH:25]=[CH:24][CH:23]=[CH:22][CH:21]=3)=[CH:13][CH:14]=2)[CH2:9]1)=[O:7])([CH3:4])([CH3:2])[CH3:3]. The catalyst class is: 8. (9) Reactant: Cl.Cl.[NH2:3][C@@H:4]([CH:29]1[CH2:34][CH2:33][O:32][CH2:31][CH2:30]1)[C:5]([N:7]1[C@H:12]([C:13]([NH:15][C@H:16]2[C:25]3[C:20](=[CH:21][CH:22]=[CH:23][CH:24]=3)[O:19][CH2:18][CH2:17]2)=[O:14])[CH2:11][N:10]2[CH2:26][CH2:27][CH2:28][C@@H:9]2[CH2:8]1)=[O:6].[C:35]([O:39][C:40]([N:42]([CH3:48])[C@H:43]([C:45](O)=[O:46])[CH3:44])=[O:41])([CH3:38])([CH3:37])[CH3:36].F[P-](F)(F)(F)(F)F.N1(OC(N(C)C)=[N+](C)C)C2N=CC=CC=2N=N1.C(N(CC)C(C)C)(C)C. Product: [C:35]([O:39][C:40](=[O:41])[N:42]([C@@H:43]([CH3:44])[C:45]([NH:3][C@@H:4]([CH:29]1[CH2:30][CH2:31][O:32][CH2:33][CH2:34]1)[C:5]([N:7]1[C@H:12]([C:13](=[O:14])[NH:15][C@H:16]2[C:25]3[C:20](=[CH:21][CH:22]=[CH:23][CH:24]=3)[O:19][CH2:18][CH2:17]2)[CH2:11][N:10]2[CH2:26][CH2:27][CH2:28][C@@H:9]2[CH2:8]1)=[O:6])=[O:46])[CH3:48])([CH3:38])([CH3:36])[CH3:37]. The catalyst class is: 42.